From a dataset of Full USPTO retrosynthesis dataset with 1.9M reactions from patents (1976-2016). Predict the reactants needed to synthesize the given product. (1) Given the product [CH2:64]([O:63][CH2:62][CH:61]([OH:71])[CH3:60])[C:65]1[CH:70]=[CH:69][CH:68]=[CH:67][CH:66]=1, predict the reactants needed to synthesize it. The reactants are: C1C=CC(P(C2C=CC=CC=2)CCCCP(C2C=CC=CC=2)C2C=CC=CC=2)=CC=1.C(=O)([O-])[O-].[K+].[K+].C(OCC(C)(C)C#C)C1C=CC=CC=1.NC1C(F)=CC(N[CH2:60][C@@H:61]([OH:71])[CH2:62][O:63][CH2:64][C:65]2[CH:70]=[CH:69][CH:68]=[CH:67][CH:66]=2)=C(Br)C=1. (2) Given the product [Cl:1][C:2]1[CH:7]=[C:6]([C:8]2([F:19])[CH2:11][O:10][CH2:9]2)[CH:5]=[CH:4][N:3]=1, predict the reactants needed to synthesize it. The reactants are: [Cl:1][C:2]1[CH:7]=[C:6]([C:8]2(O)[CH2:11][O:10][CH2:9]2)[CH:5]=[CH:4][N:3]=1.CCN(S(F)(F)[F:19])CC. (3) Given the product [Cl:1][C:2]1[CH:3]=[CH:4][C:5]([O:15][CH2:16][C:17]2[CH:22]=[CH:21][CH:20]=[C:19]([F:23])[C:18]=2[F:24])=[C:6]([C:8]2[N:25]([C:26]3[CH:27]=[C:28]([C:36]([OH:38])=[O:37])[C:29]4[C:34]([CH:35]=3)=[CH:33][CH:32]=[CH:31][CH:30]=4)[C:11]([CH3:12])=[CH:10][CH:9]=2)[CH:7]=1, predict the reactants needed to synthesize it. The reactants are: [Cl:1][C:2]1[CH:3]=[CH:4][C:5]([O:15][CH2:16][C:17]2[CH:22]=[CH:21][CH:20]=[C:19]([F:23])[C:18]=2[F:24])=[C:6]([C:8](=O)[CH2:9][CH2:10][C:11](=O)[CH3:12])[CH:7]=1.[NH2:25][C:26]1[CH:27]=[C:28]([C:36]([OH:38])=[O:37])[C:29]2[C:34]([CH:35]=1)=[CH:33][CH:32]=[CH:31][CH:30]=2.CC1C=CC(S(O)(=O)=O)=CC=1. (4) Given the product [NH:53]1[C:49]([C:45]2[CH:44]=[C:43]([C:13]3[CH:14]=[CH:15][C:16]4[O:20][C:19]([C:21]5[CH:22]=[CH:23][C:24]([F:27])=[CH:25][CH:26]=5)=[C:18]([C:28]([NH:29][CH3:30])=[O:31])[C:17]=4[CH:32]=3)[CH:48]=[CH:47][CH:46]=2)=[CH:50][CH:51]=[N:52]1, predict the reactants needed to synthesize it. The reactants are: C(=O)([O-])[O-].[Cs+].[Cs+].FC(F)(F)S(O[C:13]1[CH:14]=[CH:15][C:16]2[O:20][C:19]([C:21]3[CH:26]=[CH:25][C:24]([F:27])=[CH:23][CH:22]=3)=[C:18]([C:28](=[O:31])[NH:29][CH3:30])[C:17]=2[CH:32]=1)(=O)=O.CC1(C)C(C)(C)OB([C:43]2[CH:44]=[C:45]([C:49]3[NH:53][N:52]=[CH:51][CH:50]=3)[CH:46]=[CH:47][CH:48]=2)O1.O1CCOCC1. (5) The reactants are: [CH2:1]([C:3]1[S:4][CH:5]=[C:6]([C:8]([N:10]2[CH2:15][C:14]3([CH2:20][CH2:19][N:18](C(OC(C)(C)C)=O)[CH2:17][CH2:16]3)[O:13][CH2:12][CH2:11]2)=[O:9])[N:7]=1)[CH3:2].Cl.CC(OC)(C)C. Given the product [CH2:1]([C:3]1[S:4][CH:5]=[C:6]([C:8]([N:10]2[CH2:15][C:14]3([CH2:20][CH2:19][NH:18][CH2:17][CH2:16]3)[O:13][CH2:12][CH2:11]2)=[O:9])[N:7]=1)[CH3:2], predict the reactants needed to synthesize it. (6) Given the product [CH3:1][N:2]1[C:10]2[C:5](=[CH:6][CH:7]=[C:8]([NH:11][C:12]3[C:13]4[CH:30]=[CH:29][NH:28][C:14]=4[N:15]=[C:16]([NH:18][C:19]4[CH:27]=[CH:26][C:22]([C:23]([NH2:25])=[O:24])=[CH:21][CH:20]=4)[N:17]=3)[CH:9]=2)[CH:4]=[N:3]1, predict the reactants needed to synthesize it. The reactants are: [CH3:1][N:2]1[C:10]2[C:5](=[CH:6][CH:7]=[C:8]([NH:11][C:12]3[C:13]4[CH:30]=[CH:29][N:28](S(C5C=CC(C)=CC=5)(=O)=O)[C:14]=4[N:15]=[C:16]([NH:18][C:19]4[CH:27]=[CH:26][C:22]([C:23]([NH2:25])=[O:24])=[CH:21][CH:20]=4)[N:17]=3)[CH:9]=2)[CH:4]=[N:3]1.[OH-].[K+].CC(O)=O. (7) Given the product [Br:1][C:2]1[CH:31]=[C:6]([C:7]2[N:17]3[C:12]([CH:13]=[N:14][C:15]([NH:18][C:19]4[CH:24]=[C:23]([O:25][CH3:26])[C:22]([O:27][CH3:28])=[C:21]([O:29][CH3:30])[CH:20]=4)=[N:16]3)=[C:10]([CH3:11])[N:9]=2)[CH:5]=[N:4][CH:3]=1, predict the reactants needed to synthesize it. The reactants are: [Br:1][C:2]1[CH:3]=[N:4][CH:5]=[C:6]([CH:31]=1)[C:7]([NH:9][CH:10]([C:12]1[N:17]=[N:16][C:15]([NH:18][C:19]2[CH:24]=[C:23]([O:25][CH3:26])[C:22]([O:27][CH3:28])=[C:21]([O:29][CH3:30])[CH:20]=2)=[N:14][CH:13]=1)[CH3:11])=O.N1C=NC=N1.P(Cl)(Cl)(Cl)=O. (8) Given the product [OH:36][CH2:4][CH:3]([NH:6][C:7]1[N:12]=[C:11]([NH:13][CH2:14][C:15]2[CH:16]=[CH:17][C:18]([C:21]3[CH:26]=[CH:25][CH:24]=[CH:23][N:22]=3)=[CH:19][CH:20]=2)[N:10]2[N:27]=[CH:28][C:29]([CH:30]([CH3:31])[CH3:32])=[C:9]2[N:8]=1)[CH2:2][OH:1], predict the reactants needed to synthesize it. The reactants are: [OH:1][CH2:2][C@H:3]([NH:6][C:7]1[N:12]=[C:11]([NH:13][CH2:14][C:15]2[CH:20]=[CH:19][C:18]([C:21]3[CH:26]=[CH:25][CH:24]=[CH:23][N:22]=3)=[CH:17][CH:16]=2)[N:10]2[N:27]=[CH:28][C:29]([CH:30]([CH3:32])[CH3:31])=[C:9]2[N:8]=1)[CH2:4]C.NC(CO)C[OH:36].